This data is from Forward reaction prediction with 1.9M reactions from USPTO patents (1976-2016). The task is: Predict the product of the given reaction. (1) Given the reactants [F:1][C:2]1[CH:22]=[CH:21][C:5]([CH2:6][O:7][C:8]2[CH:17]=[C:16]3[C:11]([CH:12]=[C:13]([C:18](=[O:20])[CH3:19])[CH:14]=[N:15]3)=[CH:10][CH:9]=2)=[CH:4][CH:3]=1.B1(C)OC(C2C=CC=CC=2)(C2C=CC=CC=2)[C@H]2N1CCC2.CSC, predict the reaction product. The product is: [F:1][C:2]1[CH:22]=[CH:21][C:5]([CH2:6][O:7][C:8]2[CH:17]=[C:16]3[C:11]([CH:12]=[C:13]([C@@H:18]([OH:20])[CH3:19])[CH:14]=[N:15]3)=[CH:10][CH:9]=2)=[CH:4][CH:3]=1. (2) Given the reactants [CH2:1]([N:8]([C:20](=[O:27])[CH2:21][C:22]([O:24][CH2:25][CH3:26])=[O:23])[C:9]1[N:10]=[C:11]([S:18][CH3:19])[S:12][C:13]=1[C:14](OC)=[O:15])[C:2]1[CH:7]=[CH:6][CH:5]=[CH:4][CH:3]=1.C(N(C(=O)CC(OCC)=O)C1N(C2C=CC=CC=2)N=CC=1C(OCC)=O)C1C=CC=CC=1, predict the reaction product. The product is: [CH2:1]([N:8]1[C:20](=[O:27])[C:21]([C:22]([O:24][CH2:25][CH3:26])=[O:23])=[C:14]([OH:15])[C:13]2[S:12][C:11]([S:18][CH3:19])=[N:10][C:9]1=2)[C:2]1[CH:7]=[CH:6][CH:5]=[CH:4][CH:3]=1. (3) Given the reactants [C:1]1([C:35]2[CH:40]=[CH:39][CH:38]=[CH:37][CH:36]=2)[CH:6]=[CH:5][C:4]([CH2:7][C@@H:8]([NH:15][C:16]([C:18]2[CH:19]=[C:20]([C:32]([OH:34])=[O:33])[N:21]([CH2:23][C:24]3[CH:29]=[C:28]([F:30])[CH:27]=[CH:26][C:25]=3Cl)[N:22]=2)=[O:17])[CH2:9][CH:10]([C:12]([OH:14])=[O:13])[OH:11])=[CH:3][CH:2]=1.CC(O)=O.[BH4-].[Na+].[Na+].[Cl-:48], predict the reaction product. The product is: [C:1]1([C:35]2[CH:36]=[CH:37][CH:38]=[CH:39][CH:40]=2)[CH:2]=[CH:3][C:4]([CH2:7][C@@H:8]([NH:15][C:16]([C:18]2[CH:19]=[C:20]([C:32]([OH:34])=[O:33])[N:21]([CH2:23][C:24]3[CH:29]=[C:28]([F:30])[CH:27]=[C:26]([Cl:48])[CH:25]=3)[N:22]=2)=[O:17])[CH2:9][CH:10]([C:12]([OH:14])=[O:13])[OH:11])=[CH:5][CH:6]=1. (4) Given the reactants Cl[CH2:2][C:3]([NH:5][C:6]1[CH:7]=[C:8]2[C:12](=[CH:13][CH:14]=1)[NH:11][C:10](=[O:15])[CH2:9]2)=[O:4].[I-].[K+].C(N(CC)CC)C.[CH2:25]([CH:32]1[CH2:37][CH2:36][NH:35][CH2:34][CH2:33]1)[C:26]1[CH:31]=[CH:30][CH:29]=[CH:28][CH:27]=1, predict the reaction product. The product is: [CH2:25]([CH:32]1[CH2:37][CH2:36][N:35]([CH2:2][C:3]([NH:5][C:6]2[CH:7]=[C:8]3[C:12](=[CH:13][CH:14]=2)[NH:11][C:10](=[O:15])[CH2:9]3)=[O:4])[CH2:34][CH2:33]1)[C:26]1[CH:31]=[CH:30][CH:29]=[CH:28][CH:27]=1. (5) The product is: [ClH:27].[NH2:1][N:2]1[C:11](=[O:12])[CH:10]([C:13]2[CH:14]=[C:15]([O:23][CH3:24])[C:16]([O:21][CH3:22])=[C:17]([O:19][CH3:20])[CH:18]=2)[C:9]2[C:4](=[CH:5][C:6]([O:25][CH3:26])=[CH:7][CH:8]=2)[CH2:3]1. Given the reactants [NH2:1][N:2]1[C:11](=[O:12])[CH:10]([C:13]2[CH:18]=[C:17]([O:19][CH3:20])[C:16]([O:21][CH3:22])=[C:15]([O:23][CH3:24])[CH:14]=2)[C:9]2[C:4](=[CH:5][C:6]([O:25][CH3:26])=[CH:7][CH:8]=2)[CH2:3]1.[ClH:27], predict the reaction product. (6) Given the reactants I[C:2]1[CH:7]=[CH:6][N:5]=[C:4]2[NH:8][N:9]=[CH:10][C:3]=12.[Br:11][C:12]1[CH:13]=[C:14]([C:27]([CH3:31])([CH3:30])[C:28]#[N:29])[CH:15]=[C:16](B2OC(C)(C)C(C)(C)O2)[CH:17]=1.C(=O)([O-])[O-].[Na+].[Na+], predict the reaction product. The product is: [Br:11][C:12]1[CH:13]=[C:14]([C:27]([CH3:31])([CH3:30])[C:28]#[N:29])[CH:15]=[C:16]([C:2]2[CH:7]=[CH:6][N:5]=[C:4]3[NH:8][N:9]=[CH:10][C:3]=23)[CH:17]=1.